The task is: Regression. Given two drug SMILES strings and cell line genomic features, predict the synergy score measuring deviation from expected non-interaction effect.. This data is from NCI-60 drug combinations with 297,098 pairs across 59 cell lines. (1) Drug 1: CC12CCC3C(C1CCC2O)C(CC4=C3C=CC(=C4)O)CCCCCCCCCS(=O)CCCC(C(F)(F)F)(F)F. Drug 2: CC(C)NC(=O)C1=CC=C(C=C1)CNNC.Cl. Cell line: HOP-62. Synergy scores: CSS=-6.60, Synergy_ZIP=3.03, Synergy_Bliss=-1.38, Synergy_Loewe=-6.82, Synergy_HSA=-9.88. (2) Drug 1: CC1=CC=C(C=C1)C2=CC(=NN2C3=CC=C(C=C3)S(=O)(=O)N)C(F)(F)F. Drug 2: C1CN1P(=S)(N2CC2)N3CC3. Cell line: SK-MEL-5. Synergy scores: CSS=14.7, Synergy_ZIP=-2.95, Synergy_Bliss=1.79, Synergy_Loewe=-1.98, Synergy_HSA=1.42. (3) Drug 1: CN(C)N=NC1=C(NC=N1)C(=O)N. Drug 2: C1=CC=C(C(=C1)C(C2=CC=C(C=C2)Cl)C(Cl)Cl)Cl. Cell line: LOX IMVI. Synergy scores: CSS=40.4, Synergy_ZIP=1.47, Synergy_Bliss=0.521, Synergy_Loewe=-6.37, Synergy_HSA=1.95. (4) Drug 1: CC12CCC3C(C1CCC2NC(=O)OCC(F)(F)F)CCC4C3(C=CC(=O)N4C)C. Drug 2: C1CCC(C(C1)[NH-])[NH-].C(=O)(C(=O)[O-])[O-].[Pt+4]. Cell line: OVCAR3. Synergy scores: CSS=16.5, Synergy_ZIP=-4.05, Synergy_Bliss=2.11, Synergy_Loewe=-2.29, Synergy_HSA=1.40. (5) Drug 1: C1=C(C(=O)NC(=O)N1)N(CCCl)CCCl. Drug 2: CC(C)(C#N)C1=CC(=CC(=C1)CN2C=NC=N2)C(C)(C)C#N. Cell line: OVCAR-5. Synergy scores: CSS=2.52, Synergy_ZIP=-3.95, Synergy_Bliss=-2.39, Synergy_Loewe=-3.99, Synergy_HSA=-3.50. (6) Drug 1: CC1=CC2C(CCC3(C2CCC3(C(=O)C)OC(=O)C)C)C4(C1=CC(=O)CC4)C. Drug 2: C1=NC2=C(N1)C(=S)N=CN2. Cell line: SR. Synergy scores: CSS=1.37, Synergy_ZIP=-16.8, Synergy_Bliss=-33.6, Synergy_Loewe=-81.6, Synergy_HSA=-33.7.